From a dataset of NCI-60 drug combinations with 297,098 pairs across 59 cell lines. Regression. Given two drug SMILES strings and cell line genomic features, predict the synergy score measuring deviation from expected non-interaction effect. (1) Drug 1: CC12CCC3C(C1CCC2=O)CC(=C)C4=CC(=O)C=CC34C. Drug 2: C1C(C(OC1N2C=NC3=C(N=C(N=C32)Cl)N)CO)O. Cell line: SNB-19. Synergy scores: CSS=35.8, Synergy_ZIP=-2.46, Synergy_Bliss=1.39, Synergy_Loewe=-1.46, Synergy_HSA=2.32. (2) Drug 1: C1=CN(C(=O)N=C1N)C2C(C(C(O2)CO)O)O.Cl. Drug 2: CN(CCCl)CCCl.Cl. Cell line: MCF7. Synergy scores: CSS=10.5, Synergy_ZIP=-4.38, Synergy_Bliss=2.13, Synergy_Loewe=-2.33, Synergy_HSA=0.505. (3) Drug 1: CCN(CC)CCNC(=O)C1=C(NC(=C1C)C=C2C3=C(C=CC(=C3)F)NC2=O)C. Drug 2: C(=O)(N)NO. Cell line: MDA-MB-231. Synergy scores: CSS=-2.91, Synergy_ZIP=-1.13, Synergy_Bliss=-3.20, Synergy_Loewe=-4.35, Synergy_HSA=-4.07. (4) Drug 1: CC1C(C(CC(O1)OC2CC(CC3=C2C(=C4C(=C3O)C(=O)C5=C(C4=O)C(=CC=C5)OC)O)(C(=O)C)O)N)O.Cl. Drug 2: CC1CCC2CC(C(=CC=CC=CC(CC(C(=O)C(C(C(=CC(C(=O)CC(OC(=O)C3CCCCN3C(=O)C(=O)C1(O2)O)C(C)CC4CCC(C(C4)OC)OCCO)C)C)O)OC)C)C)C)OC. Cell line: HL-60(TB). Synergy scores: CSS=35.8, Synergy_ZIP=9.41, Synergy_Bliss=11.5, Synergy_Loewe=-7.06, Synergy_HSA=10.2. (5) Drug 1: C1CCC(C1)C(CC#N)N2C=C(C=N2)C3=C4C=CNC4=NC=N3. Drug 2: C#CCC(CC1=CN=C2C(=N1)C(=NC(=N2)N)N)C3=CC=C(C=C3)C(=O)NC(CCC(=O)O)C(=O)O. Cell line: CCRF-CEM. Synergy scores: CSS=12.1, Synergy_ZIP=3.24, Synergy_Bliss=13.7, Synergy_Loewe=11.2, Synergy_HSA=12.0.